From a dataset of Reaction yield outcomes from USPTO patents with 853,638 reactions. Predict the reaction yield, written as a fraction of the theoretical maximum amount of product (1.0 means a 100% yield; for example, 0.34 means a 34% yield). (1) The reactants are [Cl:1][C:2]1[C:3]([NH:13][CH2:14][CH2:15]O)=[N:4][C:5]2[C:10]([N:11]=1)=[CH:9][CH:8]=[C:7]([Cl:12])[CH:6]=2.O=S(Cl)Cl. The catalyst is C(Cl)(Cl)Cl. The product is [Cl:1][C:2]1[C:3]2[N:4]([CH2:15][CH2:14][N:13]=2)[C:5]2[C:10]([N:11]=1)=[CH:9][CH:8]=[C:7]([Cl:12])[CH:6]=2. The yield is 0.650. (2) The reactants are C(=O)=O.N#N.[C:6]1([S:12]([N:15]2[C:19]3=[CH:20][N:21]=[C:22]([C:32]([O:34][CH3:35])=[O:33])[C:23](OS(C(F)(F)F)(=O)=O)=[C:18]3[CH:17]=[CH:16]2)(=[O:14])=[O:13])[CH:11]=[CH:10][CH:9]=[CH:8][CH:7]=1.P(C(C)(C)C)(C(C)(C)C)C(C)(C)C.[H+].[B-](F)(F)(F)F.[Li+].[Cl-].[CH:57]([O:59][CH2:60][CH2:61][CH2:62][CH3:63])=[CH2:58].C1(C(N)C2CCCCC2)CCCCC1. The catalyst is C1C=CC(/C=C/C(/C=C/C2C=CC=CC=2)=O)=CC=1.C1C=CC(/C=C/C(/C=C/C2C=CC=CC=2)=O)=CC=1.C1C=CC(/C=C/C(/C=C/C2C=CC=CC=2)=O)=CC=1.[Pd].[Pd].CC(O)C.O1CCOCC1. The product is [CH2:60]([O:59]/[CH:57]=[CH:58]/[C:23]1[C:22]([C:32]([O:34][CH3:35])=[O:33])=[N:21][CH:20]=[C:19]2[N:15]([S:12]([C:6]3[CH:7]=[CH:8][CH:9]=[CH:10][CH:11]=3)(=[O:13])=[O:14])[CH:16]=[CH:17][C:18]=12)[CH2:61][CH2:62][CH3:63]. The yield is 0.850. (3) The reactants are [CH2:1]([O:5][C:6]1[N:14]=[C:13]2[C:9]([NH:10][C:11](=[O:40])[N:12]2[CH2:15][C:16]2[CH:21]=[CH:20][C:19]([CH2:22][N:23]([CH2:36][CH2:37][CH2:38]Cl)[CH2:24][C:25]3[CH:30]=[CH:29][CH:28]=[C:27]([CH2:31][C:32]([O:34][CH3:35])=[O:33])[CH:26]=3)=[CH:18][CH:17]=2)=[C:8]([NH2:41])[N:7]=1)[CH2:2][CH2:3][CH3:4].[NH:42]1[CH2:47][CH2:46][O:45][CH2:44][CH2:43]1.[I-].[K+]. The catalyst is CN(C=O)C. The product is [CH2:1]([O:5][C:6]1[N:14]=[C:13]2[C:9]([NH:10][C:11](=[O:40])[N:12]2[CH2:15][C:16]2[CH:21]=[CH:20][C:19]([CH2:22][N:23]([CH2:24][C:25]3[CH:30]=[CH:29][CH:28]=[C:27]([CH2:31][C:32]([O:34][CH3:35])=[O:33])[CH:26]=3)[CH2:36][CH2:37][CH2:38][N:42]3[CH2:47][CH2:46][O:45][CH2:44][CH2:43]3)=[CH:18][CH:17]=2)=[C:8]([NH2:41])[N:7]=1)[CH2:2][CH2:3][CH3:4]. The yield is 0.750. (4) The reactants are Cl.[CH3:2][C:3]1[C:8]([O:9][C:10]2[CH:15]=[CH:14][N:13]=[C:12]([NH:16][C:17]3[CH:18]=[C:19]([CH:39]=[CH:40][CH:41]=3)[CH2:20][N:21]3[CH2:26][CH2:25][N:24]([C:27](=[O:38])[CH2:28][CH2:29][NH:30]C(=O)OC(C)(C)C)[CH2:23][CH2:22]3)[CH:11]=2)=[CH:7][CH:6]=[C:5]([CH3:42])[N:4]=1. The catalyst is C(Cl)Cl.CO. The product is [NH2:30][CH2:29][CH2:28][C:27]([N:24]1[CH2:25][CH2:26][N:21]([CH2:20][C:19]2[CH:39]=[CH:40][CH:41]=[C:17]([NH:16][C:12]3[CH:11]=[C:10]([O:9][C:8]4[C:3]([CH3:2])=[N:4][C:5]([CH3:42])=[CH:6][CH:7]=4)[CH:15]=[CH:14][N:13]=3)[CH:18]=2)[CH2:22][CH2:23]1)=[O:38]. The yield is 0.890.